The task is: Predict the reactants needed to synthesize the given product.. This data is from Full USPTO retrosynthesis dataset with 1.9M reactions from patents (1976-2016). (1) Given the product [OH:1][C:2]1[CH:7]=[CH:6][C:5]([C:8]2[CH:16]=[C:15]3[C:11](/[C:12](=[CH:25]/[C:21]4[Se:20][CH:24]=[CH:23][CH:22]=4)/[C:13](=[O:17])[NH:14]3)=[CH:10][CH:9]=2)=[CH:4][C:3]=1[O:18][CH3:19], predict the reactants needed to synthesize it. The reactants are: [OH:1][C:2]1[CH:7]=[CH:6][C:5]([C:8]2[CH:16]=[C:15]3[C:11]([CH2:12][C:13](=[O:17])[NH:14]3)=[CH:10][CH:9]=2)=[CH:4][C:3]=1[O:18][CH3:19].[Se:20]1[CH:24]=[CH:23][CH:22]=[C:21]1[CH:25]=O. (2) Given the product [Br:1][C:2]1[CH:3]=[CH:4][C:5]([C:6]([N:13]2[CH:17]=[CH:16][N:15]=[CH:14]2)=[O:8])=[CH:9][CH:10]=1, predict the reactants needed to synthesize it. The reactants are: [Br:1][C:2]1[CH:10]=[CH:9][C:5]([C:6]([OH:8])=O)=[CH:4][CH:3]=1.C([N:13]1[CH:17]=[CH:16][N:15]=[CH:14]1)([N:13]1[CH:17]=[CH:16][N:15]=[CH:14]1)=O.